Dataset: Forward reaction prediction with 1.9M reactions from USPTO patents (1976-2016). Task: Predict the product of the given reaction. Given the reactants [CH:1]1([C@@H:7]([NH:9][C:10]([C:12]2[C:21]3[C:16](=[CH:17][CH:18]=[CH:19][CH:20]=3)[N:15]=[C:14]([C:22]3[S:23][CH:24]=[CH:25][CH:26]=3)[C:13]=2[CH2:27]Br)=[O:11])[CH3:8])[CH2:6][CH2:5][CH2:4][CH2:3][CH2:2]1.[N:29]1([C:35]([O:37][C:38]([CH3:41])([CH3:40])[CH3:39])=[O:36])[CH2:34][CH2:33][NH:32][CH2:31][CH2:30]1.C([O-])([O-])=O.[K+].[K+], predict the reaction product. The product is: [C:38]([O:37][C:35]([N:29]1[CH2:34][CH2:33][N:32]([CH2:27][C:13]2[C:14]([C:22]3[S:23][CH:24]=[CH:25][CH:26]=3)=[N:15][C:16]3[C:21]([C:12]=2[C:10](=[O:11])[NH:9][C@H:7]([CH:1]2[CH2:6][CH2:5][CH2:4][CH2:3][CH2:2]2)[CH3:8])=[CH:20][CH:19]=[CH:18][CH:17]=3)[CH2:31][CH2:30]1)=[O:36])([CH3:41])([CH3:39])[CH3:40].